Dataset: Serine/threonine kinase 33 screen with 319,792 compounds. Task: Binary Classification. Given a drug SMILES string, predict its activity (active/inactive) in a high-throughput screening assay against a specified biological target. (1) The drug is O1C(CCC1)CNc1nc(nc2c1cccc2)Nc1c(OC)cc(OC)cc1. The result is 0 (inactive). (2) The molecule is O=C(N1CC(Nc2ccc(C(C)C)cc2)CCC1)c1c(OC)nc(OC)cc1. The result is 0 (inactive). (3) The molecule is Brc1ccc(NC(=O)CN2C(=O)C3(NC2=O)CCCCCCC3)cc1. The result is 0 (inactive). (4) The drug is S(=O)(=O)(NCCO)c1ccc(NC(OC)=O)cc1. The result is 0 (inactive). (5) The drug is Clc1c(N2CCCCC2)cc2n(c(nc2c1)C(Nc1scc(n1)c1ccc(Cl)cc1)C)CCOCCO. The result is 0 (inactive). (6) The compound is o1c(c2n(CCc3ccc(OC)cc3)c3nc4c(nc3n2)cccc4)ccc1. The result is 0 (inactive). (7) The compound is s1c(NC(=O)C2CN(C(=O)C2)c2ccc(F)cc2)ncc1[N+]([O-])=O. The result is 0 (inactive). (8) The drug is S(c1n(c(nn1)C1CCCCC1)C)CC(=O)Nc1ccc(cc1)C(OCC)=O. The result is 0 (inactive).